This data is from Reaction yield outcomes from USPTO patents with 853,638 reactions. The task is: Predict the reaction yield, written as a fraction of the theoretical maximum amount of product (1.0 means a 100% yield; for example, 0.34 means a 34% yield). (1) The reactants are [O:1]=[C:2]1[CH2:6][CH2:5][CH2:4][CH:3]1[C:7]([O:9][CH3:10])=[O:8].C(=O)([O-])[O-].[K+].[K+].[CH2:17](I)[CH3:18]. The catalyst is CC(C)=O. The product is [CH2:17]([C:3]1([C:7]([O:9][CH3:10])=[O:8])[CH2:4][CH2:5][CH2:6][C:2]1=[O:1])[CH3:18]. The yield is 0.935. (2) The reactants are [CH:1]([O:4][C:5]1[CH:11]=[CH:10][C:8]([NH2:9])=[CH:7][CH:6]=1)([CH3:3])[CH3:2].CN(C(ON1N=NC2C=CC=NC1=2)=[N+](C)C)C.F[P-](F)(F)(F)(F)F.C(N(C(C)C)CC)(C)C.[O:45]=[C:46]1[CH2:51][CH2:50][CH2:49][CH:48]([C:52](O)=[O:53])[CH2:47]1. The catalyst is C(OCC)(=O)C.CN(C=O)C. The product is [CH:1]([O:4][C:5]1[CH:11]=[CH:10][C:8]([NH:9][C:52]([CH:48]2[CH2:49][CH2:50][CH2:51][C:46](=[O:45])[CH2:47]2)=[O:53])=[CH:7][CH:6]=1)([CH3:3])[CH3:2]. The yield is 1.00.